This data is from Peptide-MHC class II binding affinity with 134,281 pairs from IEDB. The task is: Regression. Given a peptide amino acid sequence and an MHC pseudo amino acid sequence, predict their binding affinity value. This is MHC class II binding data. (1) The peptide sequence is LLQGILQIDDTAADV. The MHC is DRB1_1302 with pseudo-sequence DRB1_1302. The binding affinity (normalized) is 0.474. (2) The peptide sequence is MKDLDEPGHLAPTGM. The MHC is DRB1_0401 with pseudo-sequence DRB1_0401. The binding affinity (normalized) is 0.300. (3) The peptide sequence is NGPMAVSMTGVMRGN. The MHC is DRB3_0301 with pseudo-sequence DRB3_0301. The binding affinity (normalized) is 0.872.